From a dataset of Catalyst prediction with 721,799 reactions and 888 catalyst types from USPTO. Predict which catalyst facilitates the given reaction. (1) The catalyst class is: 84. Reactant: [C:1]([O:5][C:6]([N:8]1[CH2:13][CH2:12][N:11]([C:14]2[CH:22]=[CH:21][C:17]([C:18]([OH:20])=[O:19])=[CH:16][C:15]=2/[CH:23]=[CH:24]\[CH3:25])[CH2:10][CH2:9]1)=[O:7])([CH3:4])([CH3:3])[CH3:2].CC(C)=O.[F:30][C:31]1[C:36](O)=[C:35]([F:38])[C:34]([F:39])=[C:33]([F:40])[C:32]=1[F:41].C1(N=C=NC2CCCCC2)CCCCC1. Product: [F:30][C:31]1[C:32]([F:41])=[C:33]([F:40])[C:34]([F:39])=[C:35]([F:38])[C:36]=1[O:19][C:18]([C:17]1[CH:21]=[CH:22][C:14]([N:11]2[CH2:12][CH2:13][N:8]([C:6]([O:5][C:1]([CH3:4])([CH3:3])[CH3:2])=[O:7])[CH2:9][CH2:10]2)=[C:15](/[CH:23]=[CH:24]\[CH3:25])[CH:16]=1)=[O:20]. (2) Reactant: [Li]CCCC.[CH2:6]([C:8]1[N:12]([S:13]([N:16]([CH3:18])[CH3:17])(=[O:15])=[O:14])[CH:11]=[N:10][N:9]=1)[CH3:7].CN([CH:22]=[O:23])C.[NH4+].[Cl-]. Product: [CH2:6]([C:8]1[N:12]([S:13]([N:16]([CH3:18])[CH3:17])(=[O:15])=[O:14])[C:11]([CH:22]=[O:23])=[N:10][N:9]=1)[CH3:7]. The catalyst class is: 1. (3) Reactant: O[CH2:2][C:3]1[O:4][C:5]2[C:10]([C:11](=[O:13])[CH:12]=1)=[CH:9][CH:8]=[CH:7][CH:6]=2.S(Cl)([Cl:16])=O. Product: [Cl:16][CH2:2][C:3]1[O:4][C:5]2[C:10]([C:11](=[O:13])[CH:12]=1)=[CH:9][CH:8]=[CH:7][CH:6]=2. The catalyst class is: 22. (4) Reactant: Br[CH2:2][C:3]1[CH:4]=[CH:5][C:6]([F:13])=[C:7]([CH:12]=1)[C:8]([O:10][CH3:11])=[O:9].[N-:14]=[N+:15]=[N-:16].[Na+]. Product: [N:14]([CH2:2][C:3]1[CH:4]=[CH:5][C:6]([F:13])=[C:7]([CH:12]=1)[C:8]([O:10][CH3:11])=[O:9])=[N+:15]=[N-:16]. The catalyst class is: 31. (5) Reactant: C(N(C(C)C)CC)(C)C.[C:10](Cl)(=[O:14])[C:11]([CH3:13])=[CH2:12].[CH2:16]=[C:17]1[C:24]2[N:20]([C:21]3[N:38]=[CH:37][N:36]=[C:35]([NH2:39])[C:22]=3[C:23]=2[C:25]2[CH:26]=[N:27][C:28]3[C:33]([CH:34]=2)=[CH:32][CH:31]=[CH:30][CH:29]=3)[CH2:19][C@H:18]1[NH2:40].C(=O)(O)[O-].[Na+]. Product: [NH2:39][C:35]1[C:22]2[C:23]([C:25]3[CH:26]=[N:27][C:28]4[C:33]([CH:34]=3)=[CH:32][CH:31]=[CH:30][CH:29]=4)=[C:24]3[N:20]([C:21]=2[N:38]=[CH:37][N:36]=1)[CH2:19][C@@H:18]([NH:40][C:10](=[O:14])[C:11]([CH3:13])=[CH2:12])[C:17]3=[CH2:16]. The catalyst class is: 47.